Regression. Given a peptide amino acid sequence and an MHC pseudo amino acid sequence, predict their binding affinity value. This is MHC class II binding data. From a dataset of Peptide-MHC class II binding affinity with 134,281 pairs from IEDB. (1) The peptide sequence is KVPPGPNITATYGDK. The MHC is DRB1_0405 with pseudo-sequence DRB1_0405. The binding affinity (normalized) is 0.188. (2) The peptide sequence is YKKLRTSSFALNLPT. The MHC is HLA-DPA10103-DPB10401 with pseudo-sequence HLA-DPA10103-DPB10401. The binding affinity (normalized) is 0.933. (3) The peptide sequence is GTKTPVSPGEMRLRD. The MHC is DRB1_0404 with pseudo-sequence DRB1_0404. The binding affinity (normalized) is 0.165. (4) The peptide sequence is TPEKEEPTAAPAEPE. The MHC is HLA-DQA10102-DQB10602 with pseudo-sequence HLA-DQA10102-DQB10602. The binding affinity (normalized) is 0.203. (5) The binding affinity (normalized) is 0.333. The peptide sequence is SEAVRHFPRLWLHSL. The MHC is DRB5_0101 with pseudo-sequence DRB5_0101. (6) The peptide sequence is TFWMGSHEVNGTWMI. The MHC is DRB1_1101 with pseudo-sequence DRB1_1101. The binding affinity (normalized) is 0. (7) The peptide sequence is TVYVGIVTMLSPMLHK. The MHC is HLA-DQA10201-DQB10303 with pseudo-sequence HLA-DQA10201-DQB10303. The binding affinity (normalized) is 0.569. (8) The peptide sequence is KKLGMLLMTGGVTLVRK. The MHC is DRB1_1101 with pseudo-sequence DRB1_1101. The binding affinity (normalized) is 0.